This data is from Reaction yield outcomes from USPTO patents with 853,638 reactions. The task is: Predict the reaction yield, written as a fraction of the theoretical maximum amount of product (1.0 means a 100% yield; for example, 0.34 means a 34% yield). (1) The reactants are C([O:4][C@H:5]1[CH2:10][CH2:9][C@@:8]([C@H:12]2[CH2:20][CH2:19][C@@:18]3([CH3:21])[C@@H:14]([CH2:15][CH2:16][C:17]3=[CH2:22])[C@@H:13]2[CH2:23][NH2:24])([CH3:11])[C@@H:7]([CH2:25][OH:26])[CH2:6]1)(=O)C.[CH3:27][C:28]([CH3:33])([CH3:32])[C:29](Cl)=[O:30].[OH-].[Na+]. The catalyst is N1C=CC=CC=1. The product is [OH:4][C@H:5]1[CH2:10][CH2:9][C@@:8]([C@H:12]2[CH2:20][CH2:19][C@@:18]3([CH3:21])[C@@H:14]([CH2:15][CH2:16][C:17]3=[CH2:22])[C@@H:13]2[CH2:23][NH:24][C:29](=[O:30])[C:28]([CH3:33])([CH3:32])[CH3:27])([CH3:11])[C@@H:7]([CH2:25][OH:26])[CH2:6]1. The yield is 0.670. (2) The reactants are [F:1][C:2]([F:25])([F:24])[C:3]1[N:8]=[C:7]([NH:9][C:10]2[CH:15]=[CH:14][N:13]3[N:16]=[CH:17][C:18]([C:19]([O:21]CC)=[O:20])=[C:12]3[N:11]=2)[CH:6]=[CH:5][CH:4]=1.[OH-].[Na+]. The catalyst is C(O)C. The product is [F:24][C:2]([F:1])([F:25])[C:3]1[N:8]=[C:7]([NH:9][C:10]2[CH:15]=[CH:14][N:13]3[N:16]=[CH:17][C:18]([C:19]([OH:21])=[O:20])=[C:12]3[N:11]=2)[CH:6]=[CH:5][CH:4]=1. The yield is 1.00. (3) The reactants are [Br:1][C:2]1[CH:10]=[CH:9][CH:8]=[C:7]2[C:3]=1[C:4]1([C:15]3=[N:16][C:17]([O:20][CH3:21])=[CH:18][CH:19]=[C:14]3[O:13][CH2:12]1)[C:5](=[O:11])[NH:6]2.ClC[C:24]1[N:25]=[C:26]([CH:29]([CH3:31])[CH3:30])[S:27][CH:28]=1.[C:32](=O)([O-])[O-].[Cs+].[Cs+]. The catalyst is CC(C)=O. The product is [Br:1][C:2]1[CH:10]=[CH:9][CH:8]=[C:7]2[C:3]=1[C:4]1([C:15]3=[N:16][C:17]([O:20][CH3:21])=[CH:18][CH:19]=[C:14]3[O:13][CH2:12]1)[C:5](=[O:11])[N:6]2[CH2:32][C:28]1[S:27][C:26]([CH:29]([CH3:30])[CH3:31])=[N:25][CH:24]=1. The yield is 0.0760. (4) The catalyst is CCO. The yield is 0.980. The product is [NH:17]([C:11](=[O:12])[CH2:10][CH2:9][N:8]([CH3:15])[C:6](=[O:7])[O:5][C:1]([CH3:4])([CH3:3])[CH3:2])[NH2:18]. The reactants are [C:1]([O:5][C:6]([N:8]([CH3:15])[CH2:9][CH2:10][C:11](OC)=[O:12])=[O:7])([CH3:4])([CH3:3])[CH3:2].O.[NH2:17][NH2:18]. (5) The reactants are [H-].[Na+].[F:3][C:4]1[CH:9]=[C:8]([I:10])[CH:7]=[CH:6][C:5]=1[NH:11][C:12]1[C:21]2[C:20](=[O:22])[NH:19][CH:18]=[N:17][C:16]=2[N:15]([CH3:23])[C:14](=[O:24])[C:13]=1[CH3:25].Cl[CH2:27][C@H:28]1[CH2:32][O:31]C(C)(C)[O:29]1. The catalyst is CN(C=O)C. The product is [OH:29][C@H:28]([CH2:32][OH:31])[CH2:27][N:19]1[C:20](=[O:22])[C:21]2[C:12]([NH:11][C:5]3[CH:6]=[CH:7][C:8]([I:10])=[CH:9][C:4]=3[F:3])=[C:13]([CH3:25])[C:14](=[O:24])[N:15]([CH3:23])[C:16]=2[N:17]=[CH:18]1. The yield is 0.250. (6) The reactants are [O:1]1[CH2:6][CH2:5][N:4]([CH2:7][CH2:8][O:9][C:10]2[CH:18]=[CH:17][C:13]([C:14](O)=[O:15])=[CH:12][CH:11]=2)[CH2:3][CH2:2]1.O=S(Cl)[Cl:21]. No catalyst specified. The product is [O:1]1[CH2:6][CH2:5][N:4]([CH2:7][CH2:8][O:9][C:10]2[CH:18]=[CH:17][C:13]([C:14]([Cl:21])=[O:15])=[CH:12][CH:11]=2)[CH2:3][CH2:2]1. The yield is 0.930.